Predict the reaction yield, written as a fraction of the theoretical maximum amount of product (1.0 means a 100% yield; for example, 0.34 means a 34% yield). From a dataset of Reaction yield outcomes from USPTO patents with 853,638 reactions. (1) The reactants are [OH:1][C:2]1[CH:9]=[CH:8][C:5]([CH:6]=[O:7])=[CH:4][CH:3]=1.C(=O)([O-])[O-].[K+].[K+].CN(C=O)C.[Br:21][CH:22](Br)[CH3:23]. The catalyst is O. The product is [Br:21][CH2:22][CH2:23][O:1][C:2]1[CH:9]=[CH:8][C:5]([CH:6]=[O:7])=[CH:4][CH:3]=1. The yield is 0.450. (2) The reactants are C([O:4][C@@H:5]([C:7]1[N:11]=[C:10]([C:12]2[CH:17]=[CH:16][CH:15]=[C:14]([Cl:18])[CH:13]=2)[O:9][N:8]=1)[CH3:6])(=O)C.O.[OH-].[Li+]. The catalyst is C1COCC1.O. The product is [Cl:18][C:14]1[CH:13]=[C:12]([C:10]2[O:9][N:8]=[C:7]([C@H:5]([OH:4])[CH3:6])[N:11]=2)[CH:17]=[CH:16][CH:15]=1. The yield is 0.970. (3) The reactants are [C:1](=[O:4])([O-])[O-].[K+].[K+].[F:7][CH:8]([F:28])[O:9][C:10]1[CH:15]=[CH:14][C:13]([C:16](=O)[C:17]([C:19]2[CH:20]=[C:21](C)[CH:22]=[CH:23]C=2)=O)=[CH:12][C:11]=1[CH3:27].Cl.[CH3:30][NH:31][C:32]([NH2:34])=[NH:33].O1CCOC[CH2:36]1. The catalyst is O.CCCCCC.C(OCC)(=O)C.C(O)C. The product is [NH2:33][C:32]1[N:31]([CH3:30])[C:1](=[O:4])[C:16]([C:13]2[CH:14]=[CH:15][C:10]([O:9][CH:8]([F:7])[F:28])=[C:11]([CH3:27])[CH:12]=2)([C:17]2[CH:19]=[C:20]([CH3:36])[CH:21]=[CH:22][CH:23]=2)[N:34]=1. The yield is 0.250. (4) The reactants are [F:1][C:2]1[C:3]([C:22](OCC)=[O:23])=[CH:4][N:5]([S:13]([C:16]2[CH:21]=[CH:20][CH:19]=[CH:18][CH:17]=2)(=[O:15])=[O:14])[C:6]=1[C:7]1[CH:12]=[CH:11][CH:10]=[CH:9][CH:8]=1.[H-].C([Al+]CC(C)C)C(C)C.Cl. The catalyst is O1CCCC1.C1(C)C=CC=CC=1. The product is [F:1][C:2]1[C:3]([CH2:22][OH:23])=[CH:4][N:5]([S:13]([C:16]2[CH:17]=[CH:18][CH:19]=[CH:20][CH:21]=2)(=[O:15])=[O:14])[C:6]=1[C:7]1[CH:8]=[CH:9][CH:10]=[CH:11][CH:12]=1. The yield is 0.750. (5) The reactants are [CH2:1]([O:8][C:9]1[C:10](=[O:19])[NH:11][C:12]([CH3:18])=[CH:13][C:14]=1[C:15]([OH:17])=O)[C:2]1[CH:7]=[CH:6][CH:5]=[CH:4][CH:3]=1.[SH:20][C:21]1[S:22][CH2:23][CH2:24][N:25]=1.C1(N=C=NC2CCCCC2)CCCCC1. The catalyst is C1COCC1.CN(C1C=CN=CC=1)C. The product is [CH2:1]([O:8][C:9]1[C:10](=[O:19])[NH:11][C:12]([CH3:18])=[CH:13][C:14]=1[C:15]([N:25]1[CH2:24][CH2:23][S:22][C:21]1=[S:20])=[O:17])[C:2]1[CH:3]=[CH:4][CH:5]=[CH:6][CH:7]=1. The yield is 0.560. (6) The reactants are FC(F)(F)S(O[C:7]1[CH:24]=[C:23]([O:25][CH3:26])[CH:22]=[C:21]2[C:8]=1[C@@:9]1([CH3:30])[C@H:18]([CH2:19][S:20]2)[C@:17]2([CH3:27])[C@H:12]([C:13]([CH3:29])([CH3:28])[CH2:14][CH2:15][CH2:16]2)[CH2:11][CH2:10]1)(=O)=O.[CH3:33]B1OB(C)OB(C)O1.[O-]P([O-])([O-])=O.[K+].[K+].[K+]. The catalyst is C1C=CC([P]([Pd]([P](C2C=CC=CC=2)(C2C=CC=CC=2)C2C=CC=CC=2)([P](C2C=CC=CC=2)(C2C=CC=CC=2)C2C=CC=CC=2)[P](C2C=CC=CC=2)(C2C=CC=CC=2)C2C=CC=CC=2)(C2C=CC=CC=2)C2C=CC=CC=2)=CC=1.O1CCOCC1. The product is [CH3:26][O:25][C:23]1[CH:22]=[C:21]2[C:8]([C@@:9]3([CH3:30])[C@H:18]([CH2:19][S:20]2)[C@:17]2([CH3:27])[C@H:12]([C:13]([CH3:29])([CH3:28])[CH2:14][CH2:15][CH2:16]2)[CH2:11][CH2:10]3)=[C:7]([CH3:33])[CH:24]=1. The yield is 0.830. (7) The reactants are [CH2:1]=[CH:2][CH2:3][N:4]1[C@@H:21]2[CH2:22][C:9]3[CH:10]=[CH:11][C:12]([OH:24])=[C:13]4[O:14][C@H:15]5[C:16]([CH2:18][CH2:19][C@:20]2([OH:23])[C@:7]5([C:8]=34)[CH2:6][CH2:5]1)=[O:17].[C:25]([O-])([O-])=O.[K+].[K+].CI.O. The catalyst is CN(C=O)C.C(Cl)Cl. The product is [CH2:3]([N:4]1[CH2:5][CH2:6][C@@:7]23[C:8]4[C:9]5[CH2:22][C@@H:21]1[C@:20]2([OH:23])[CH2:19][CH2:18][C:16](=[O:17])[C@@H:15]3[O:14][C:13]=4[C:12]([O:24][CH3:25])=[CH:11][CH:10]=5)[CH:2]=[CH2:1]. The yield is 0.660.